Dataset: Full USPTO retrosynthesis dataset with 1.9M reactions from patents (1976-2016). Task: Predict the reactants needed to synthesize the given product. (1) Given the product [F:21][C:22]([F:29])([F:28])[C:23]1[CH:24]=[N:25][N:26]([C:2]2[CH:3]=[N:4][CH:5]=[CH:6][C:7]=2[C:8]2[O:9][C:10]3[CH:16]=[CH:15][C:14]([C:17]([F:20])([F:19])[F:18])=[CH:13][C:11]=3[N:12]=2)[CH:27]=1, predict the reactants needed to synthesize it. The reactants are: F[C:2]1[CH:3]=[N:4][CH:5]=[CH:6][C:7]=1[C:8]1[O:9][C:10]2[CH:16]=[CH:15][C:14]([C:17]([F:20])([F:19])[F:18])=[CH:13][C:11]=2[N:12]=1.[F:21][C:22]([F:29])([F:28])[C:23]1[CH:24]=[N:25][NH:26][CH:27]=1.C(=O)([O-])[O-].[K+].[K+].CN(C=O)C. (2) The reactants are: [CH3:1][O:2][C:3](=[O:12])[CH2:4][C:5]1[CH:10]=[CH:9][CH:8]=[C:7](Br)[CH:6]=1.[CH:13]([C:15]1[CH:16]=[C:17](B(O)O)[CH:18]=[CH:19][CH:20]=1)=[O:14].C(=O)([O-])[O-].[K+].[K+]. Given the product [CH3:1][O:2][C:3](=[O:12])[CH2:4][C:5]1[CH:6]=[C:7]([C:19]2[CH:18]=[CH:17][CH:16]=[C:15]([CH:13]=[O:14])[CH:20]=2)[CH:8]=[CH:9][CH:10]=1, predict the reactants needed to synthesize it.